This data is from HIV replication inhibition screening data with 41,000+ compounds from the AIDS Antiviral Screen. The task is: Binary Classification. Given a drug SMILES string, predict its activity (active/inactive) in a high-throughput screening assay against a specified biological target. (1) The drug is O=c1cc(CN2CCCCC2)nc2ccc3c(O)cc(CN4CCCCC4)nc3n12. The result is 0 (inactive). (2) The molecule is COc1ccc(N2CC(=O)N(C(=O)COc3ccc(OCC(=O)N4C(=O)CN(c5ccc(OC)cc5)C4=S)cc3)C2=S)cc1. The result is 0 (inactive). (3) The drug is Cc1ccc(C(O)C(=NN)c2nc3ccc([N+](=O)[O-])cc3nc2O)cc1. The result is 0 (inactive). (4) The molecule is Cc1cccc(C)c1NC(=O)CCCC(CC(=O)c1ccc(F)cc1)=NNC(=O)C(=O)NN. The result is 0 (inactive). (5) The compound is COc1cc2c(cc1OC)-c1[nH]c(=N)sc1CC2. The result is 0 (inactive). (6) The compound is O=[N+]([O-])c1ccc(Sc2c3ccccc3nc3ccccc23)cn1. The result is 0 (inactive). (7) The result is 0 (inactive). The compound is Cn1c(N2CCCC2)c(C=O)c(=O)n(C)c1=O.